Dataset: Peptide-MHC class I binding affinity with 185,985 pairs from IEDB/IMGT. Task: Regression. Given a peptide amino acid sequence and an MHC pseudo amino acid sequence, predict their binding affinity value. This is MHC class I binding data. The peptide sequence is AYFSSEATTPV. The MHC is Patr-A0901 with pseudo-sequence Patr-A0901. The binding affinity (normalized) is 0.630.